From a dataset of Reaction yield outcomes from USPTO patents with 853,638 reactions. Predict the reaction yield, written as a fraction of the theoretical maximum amount of product (1.0 means a 100% yield; for example, 0.34 means a 34% yield). (1) The reactants are I[C:2]1[CH:14]=[CH:13][C:12]2[C:11]3[C:6](=[CH:7][C:8](I)=[CH:9][CH:10]=3)[C:5](=[O:16])[C:4]=2[CH:3]=1.[N:17]12[CH2:24][CH2:23][CH:20]([CH2:21][CH2:22]1)[C@@H:19]([OH:25])[CH2:18]2.[N:37]1[C:38]2[C:33](=CC=[C:33]3[C:38]=2[N:37]=[CH:36][CH:35]=[CH:34]3)[CH:34]=[CH:35][CH:36]=1.C(=O)([O-])[O-:41].[Cs+].[Cs+].[C:46]1([CH3:52])C=CC=CC=1. The product is [N:17]12[CH2:24][CH2:23][CH:20]([CH2:21][CH2:22]1)[C@@H:19]([O:25][C:2]1[CH:14]=[CH:13][C:12]3[C:11]4[C:6](=[CH:7][C:8]([O:41][C@@H:33]5[CH:34]6[CH2:35][CH2:36][N:37]([CH2:46][CH2:52]6)[CH2:38]5)=[CH:9][CH:10]=4)[C:5](=[O:16])[C:4]=3[CH:3]=1)[CH2:18]2. The yield is 0.410. The catalyst is [Cu]I. (2) The reactants are [NH:1]1[CH2:6][CH2:5][CH:4]([C:7]2[CH:12]=[CH:11][C:10]([NH:13][C:14]3[N:19]=[C:18]([CH2:20][CH2:21][C:22]4[CH:27]=[CH:26][CH:25]=[CH:24][C:23]=4[CH2:28][C:29]([NH2:31])=[O:30])[C:17]([C:32]([F:35])([F:34])[F:33])=[CH:16][N:15]=3)=[C:9]([O:36][C:37]([F:40])([F:39])[F:38])[CH:8]=2)[CH2:3][CH2:2]1.C=O.[C:43](O[BH-](OC(=O)C)OC(=O)C)(=O)C.[Na+]. The catalyst is CO.C(Cl)Cl. The product is [CH3:43][N:1]1[CH2:6][CH2:5][CH:4]([C:7]2[CH:12]=[CH:11][C:10]([NH:13][C:14]3[N:19]=[C:18]([CH2:20][CH2:21][C:22]4[CH:27]=[CH:26][CH:25]=[CH:24][C:23]=4[CH2:28][C:29]([NH2:31])=[O:30])[C:17]([C:32]([F:34])([F:35])[F:33])=[CH:16][N:15]=3)=[C:9]([O:36][C:37]([F:38])([F:40])[F:39])[CH:8]=2)[CH2:3][CH2:2]1. The yield is 0.930. (3) The reactants are [Br:1][C:2]1[CH:7]=[CH:6][N:5]=[C:4]2[N:8]([S:11]([C:14]3[CH:19]=[CH:18][CH:17]=[CH:16][CH:15]=3)(=[O:13])=[O:12])[CH:9]=[CH:10][C:3]=12.[Li+].[CH3:21]C([N-]C(C)C)C.CCCCCCC.C1COCC1.C(C1C=CC=CC=1)C.CI. The catalyst is C1COCC1. The product is [Br:1][C:2]1[CH:7]=[CH:6][N:5]=[C:4]2[N:8]([S:11]([C:14]3[CH:19]=[CH:18][CH:17]=[CH:16][CH:15]=3)(=[O:13])=[O:12])[C:9]([CH3:21])=[CH:10][C:3]=12. The yield is 0.800. (4) The reactants are [Br:1][C:2]1[CH:3]=[C:4]2[C:8](=[CH:9][CH:10]=1)[NH:7][N:6]=[CH:5]2.[H-].[Na+].[C:13]([O:17][C:18](O[C:18]([O:17][C:13]([CH3:16])([CH3:15])[CH3:14])=[O:19])=[O:19])([CH3:16])([CH3:15])[CH3:14]. The catalyst is C1COCC1. The product is [C:13]([O:17][C:18]([N:7]1[C:8]2[C:4](=[CH:3][C:2]([Br:1])=[CH:10][CH:9]=2)[CH:5]=[N:6]1)=[O:19])([CH3:16])([CH3:15])[CH3:14]. The yield is 0.670. (5) The reactants are [Cl:1][C:2]1[CH:3]=[C:4]([NH2:18])[C:5]([NH2:17])=[CH:6][C:7]=1[O:8][C:9]1[CH:14]=[CH:13][C:12]([Cl:15])=[CH:11][C:10]=1[Cl:16].[F:19][C:20]([F:25])([F:24])[C:21](O)=O. The catalyst is Cl. The product is [Cl:1][C:2]1[C:7]([O:8][C:9]2[CH:14]=[CH:13][C:12]([Cl:15])=[CH:11][C:10]=2[Cl:16])=[CH:6][C:5]2[NH:17][C:21]([C:20]([F:25])([F:24])[F:19])=[N:18][C:4]=2[CH:3]=1. The yield is 0.660.